Dataset: Full USPTO retrosynthesis dataset with 1.9M reactions from patents (1976-2016). Task: Predict the reactants needed to synthesize the given product. (1) The reactants are: [CH3:1][C:2]1[S:3][C:4]([C:7]([NH:9][NH2:10])=O)=[CH:5][N:6]=1.Cl.[CH3:12][NH:13][C:14](=NC)[CH2:15][CH2:16][CH2:17][CH:18]=[CH2:19]. Given the product [CH3:12][N:13]1[C:14]([CH2:15][CH2:16][CH2:17][CH:18]=[CH2:19])=[N:10][N:9]=[C:7]1[C:4]1[S:3][C:2]([CH3:1])=[N:6][CH:5]=1, predict the reactants needed to synthesize it. (2) Given the product [Br:15][C:9]1[C:10]([CH3:14])=[N:11][N:12]([CH3:13])[C:8]=1[C:5]1[CH:4]=[CH:3][C:2]([Cl:1])=[CH:7][CH:6]=1, predict the reactants needed to synthesize it. The reactants are: [Cl:1][C:2]1[CH:7]=[CH:6][C:5]([C:8]2[N:12]([CH3:13])[N:11]=[C:10]([CH3:14])[CH:9]=2)=[CH:4][CH:3]=1.[Br:15]N1C(=O)CCC1=O.O. (3) Given the product [NH2:1][C:2]1[CH:3]=[CH:4][C:5]([C:6]([NH:16][CH2:15][C:14]([CH3:18])([CH3:17])[CH2:13][N:12]([CH3:19])[CH3:11])=[O:8])=[CH:9][CH:10]=1, predict the reactants needed to synthesize it. The reactants are: [NH2:1][C:2]1[CH:10]=[CH:9][C:5]([C:6]([OH:8])=O)=[CH:4][CH:3]=1.[CH3:11][N:12]([CH3:19])[CH2:13][C:14]([CH3:18])([CH3:17])[CH2:15][NH2:16].CCN(C(C)C)C(C)C.CN(C(ON1N=NC2C=CC=NC1=2)=[N+](C)C)C.F[P-](F)(F)(F)(F)F. (4) Given the product [CH2:1]([O:3][C:4](=[O:31])[CH2:5][O:6][C:7]1[CH:12]=[CH:11][C:10]([S:13][C:14]2[CH:15]=[C:16]([C:34]#[C:33][CH2:32][N:35]3[CH2:40][CH2:39][O:38][CH2:37][CH2:36]3)[CH:17]=[C:18]([O:20][CH2:21][CH2:22][CH:23]3[CH2:28][CH2:27][CH2:26][CH2:25][CH2:24]3)[CH:19]=2)=[CH:9][C:8]=1[CH3:30])[CH3:2], predict the reactants needed to synthesize it. The reactants are: [CH2:1]([O:3][C:4](=[O:31])[CH2:5][O:6][C:7]1[CH:12]=[CH:11][C:10]([S:13][C:14]2[CH:19]=[C:18]([O:20][CH2:21][CH2:22][CH:23]3[CH2:28][CH2:27][CH2:26][CH2:25][CH2:24]3)[CH:17]=[C:16](Br)[CH:15]=2)=[CH:9][C:8]=1[CH3:30])[CH3:2].[CH2:32]([N:35]1[CH2:40][CH2:39][O:38][CH2:37][CH2:36]1)[C:33]#[CH:34].C(OC(=O)COC1C=CC(SC2C=C(C#CC3C=CC(CO)=CC=3)C=C(OCCC3C=CC(Cl)=CC=3)C=2)=CC=1C)C. (5) The reactants are: [CH3:1][CH:2]([N:4]1[C:12](/[CH:13]=[CH:14]/[CH:15]([OH:23])[CH2:16][CH:17]([OH:22])[CH2:18][C:19]([O-:21])=[O:20])=[C:11]([C:24]2[CH:25]=[CH:26][C:27]([F:30])=[CH:28][CH:29]=2)[C:10]2[CH:9]=[CH:8][CH:7]=[CH:6][C:5]1=2)[CH3:3].[Na+].C(O)[C@H]1O[C@@H]2O[C@H]3[C@H](O)[C@@H](O)[C@@H](O[C@H]4[C@H](O)[C@@H](O)[C@@H](O[C@H]5[C@H](O)[C@@H](O)[C@@H](O[C@H]6[C@H](O)[C@@H](O)[C@@H](O[C@H]7[C@H](O)[C@@H](O)[C@@H](O[C@H]8[C@H](O)[C@@H](O)[C@@H](O[C@H]1[C@H](O)[C@H]2O)O[C@@H]8CO)O[C@@H]7CO)O[C@@H]6CO)O[C@@H]5CO)O[C@@H]4CO)O[C@@H]3CO. Given the product [CH3:3][CH:2]([N:4]1[C:12](/[CH:13]=[CH:14]/[CH:15]([OH:23])[CH2:16][CH:17]([OH:22])[CH2:18][C:19]([OH:21])=[O:20])=[C:11]([C:24]2[CH:29]=[CH:28][C:27]([F:30])=[CH:26][CH:25]=2)[C:10]2[CH:9]=[CH:8][CH:7]=[CH:6][C:5]1=2)[CH3:1], predict the reactants needed to synthesize it. (6) Given the product [CH3:21][O:20][C:14]1[CH:13]=[C:12]([N:11]2[C:23](=[O:25])[NH:1][C:2]3[CH:7]=[CH:6][CH:5]=[CH:4][C:3]=3[S:8]2(=[O:10])=[O:9])[CH:17]=[CH:16][C:15]=1[O:18][CH3:19], predict the reactants needed to synthesize it. The reactants are: [NH2:1][C:2]1[CH:7]=[CH:6][CH:5]=[CH:4][C:3]=1[S:8]([NH:11][C:12]1[CH:17]=[CH:16][C:15]([O:18][CH3:19])=[C:14]([O:20][CH3:21])[CH:13]=1)(=[O:10])=[O:9].Cl[C:23](Cl)([O:25]C(=O)OC(Cl)(Cl)Cl)Cl.CCCCCC.CCOC(C)=O.